From a dataset of NCI-60 drug combinations with 297,098 pairs across 59 cell lines. Regression. Given two drug SMILES strings and cell line genomic features, predict the synergy score measuring deviation from expected non-interaction effect. Drug 1: C1CCN(CC1)CCOC2=CC=C(C=C2)C(=O)C3=C(SC4=C3C=CC(=C4)O)C5=CC=C(C=C5)O. Drug 2: C1=CC(=C2C(=C1NCCNCCO)C(=O)C3=C(C=CC(=C3C2=O)O)O)NCCNCCO. Cell line: UO-31. Synergy scores: CSS=29.8, Synergy_ZIP=-0.670, Synergy_Bliss=-0.165, Synergy_Loewe=-4.50, Synergy_HSA=1.97.